From a dataset of Retrosynthesis with 50K atom-mapped reactions and 10 reaction types from USPTO. Predict the reactants needed to synthesize the given product. (1) The reactants are: C#Cc1ccc(-c2ccc(Cl)cc2)cn1.Ic1ccc(C#CCN2CCCC2)cc1. Given the product Clc1ccc(-c2ccc(C#Cc3ccc(C#CCN4CCCC4)cc3)nc2)cc1, predict the reactants needed to synthesize it. (2) Given the product O=C(O)c1cn(C2CCCC2)c2cc(F)ccc2c1=O, predict the reactants needed to synthesize it. The reactants are: CCOC(=O)c1cn(C2CCCC2)c2cc(F)ccc2c1=O. (3) Given the product Cc1cc(-c2ccc(Cl)cc2)cc(-c2cncc(Br)c2)n1, predict the reactants needed to synthesize it. The reactants are: Brc1cncc(Br)c1.Cc1cc(-c2ccc(Cl)cc2)cc(I)n1. (4) Given the product N#CCOc1cccc(CO)c1, predict the reactants needed to synthesize it. The reactants are: N#CCBr.OCc1cccc(O)c1. (5) Given the product CC(=O)N1CCC(c2c[nH]c3c(C(N)=O)cc(-c4ccccc4)cc23)CC1, predict the reactants needed to synthesize it. The reactants are: CC(=O)Cl.NC(=O)c1cc(-c2ccccc2)cc2c(C3CCNCC3)c[nH]c12.